From a dataset of CYP3A4 inhibition data for predicting drug metabolism from PubChem BioAssay. Regression/Classification. Given a drug SMILES string, predict its absorption, distribution, metabolism, or excretion properties. Task type varies by dataset: regression for continuous measurements (e.g., permeability, clearance, half-life) or binary classification for categorical outcomes (e.g., BBB penetration, CYP inhibition). Dataset: cyp3a4_veith. (1) The molecule is CCOC(=O)CCN1C(=O)[C@H]2CC[C@@H]3/C(=N\OC/C=C(\C)CCC=C(C)C)C[C@@H](O)[C@@H](O)[C@@H]3[C@@H]2C1=O. The result is 0 (non-inhibitor). (2) The drug is Cc1nc2nc(SCC(=O)NCc3ccco3)nn2c(C)c1Cc1c(F)cccc1Cl. The result is 1 (inhibitor). (3) The molecule is CCOC(=O)C(C(=O)NCc1ccc(C)cc1)c1ncc(C(F)(F)F)cc1Cl. The result is 1 (inhibitor).